Task: Predict the product of the given reaction.. Dataset: Forward reaction prediction with 1.9M reactions from USPTO patents (1976-2016) (1) The product is: [Br:1][C:2]1[CH:11]=[C:10]2[C:5]([CH:6]=[CH:7][N:8]([CH2:13][CH2:14][C:15]3[CH:20]=[CH:19][CH:18]=[CH:17][CH:16]=3)[C:9]2=[O:12])=[CH:4][CH:3]=1. Given the reactants [Br:1][C:2]1[CH:11]=[C:10]2[C:5]([CH:6]=[CH:7][N:8]=[C:9]2[OH:12])=[CH:4][CH:3]=1.[CH2:13](Br)[CH2:14][C:15]1[CH:20]=[CH:19][CH:18]=[CH:17][CH:16]=1.[OH-].[Na+], predict the reaction product. (2) Given the reactants [H-].[Na+].[CH3:3][C:4]([OH:8])([C:6]#[CH:7])[CH3:5].Br[CH2:10][C:11]([O:13][CH3:14])=[O:12], predict the reaction product. The product is: [CH3:14][O:13][C:11](=[O:12])[CH2:10][O:8][C:4]([CH3:5])([CH3:3])[C:6]#[CH:7]. (3) Given the reactants [Cl:1][C:2]1[CH:3]=[C:4]([N:10]2[C:14](=[O:15])[CH2:13][CH:12]([NH:16]C(=O)OC(C)(C)C)[CH2:11]2)[CH:5]=[CH:6][C:7]=1[O:8][CH3:9].FC(F)(F)C(O)=O.[OH-].[Na+], predict the reaction product. The product is: [NH2:16][CH:12]1[CH2:11][N:10]([C:4]2[CH:5]=[CH:6][C:7]([O:8][CH3:9])=[C:2]([Cl:1])[CH:3]=2)[C:14](=[O:15])[CH2:13]1.